Dataset: Forward reaction prediction with 1.9M reactions from USPTO patents (1976-2016). Task: Predict the product of the given reaction. (1) Given the reactants [Cl:1][C:2]1[CH:7]=[CH:6][C:5]([NH2:8])=[CH:4][C:3]=1[O:9][CH2:10][CH:11]1[CH2:15][CH2:14][CH2:13][N:12]1[CH3:16].[CH3:17][S:18]([N:21]([CH3:45])[C:22]1[CH:27]=[CH:26][CH:25]=[CH:24][C:23]=1[C:28]1[N:36]2[C:31]([CH:32]=[N:33][C:34](OS(C(F)(F)F)(=O)=O)=[N:35]2)=[CH:30][CH:29]=1)(=[O:20])=[O:19], predict the reaction product. The product is: [Cl:1][C:2]1[CH:7]=[CH:6][C:5]([NH:8][C:34]2[N:33]=[CH:32][C:31]3=[CH:30][CH:29]=[C:28]([C:23]4[CH:24]=[CH:25][CH:26]=[CH:27][C:22]=4[N:21]([CH3:45])[S:18]([CH3:17])(=[O:20])=[O:19])[N:36]3[N:35]=2)=[CH:4][C:3]=1[O:9][CH2:10][CH:11]1[CH2:15][CH2:14][CH2:13][N:12]1[CH3:16]. (2) Given the reactants [NH2:1][C:2]1[CH:3]=[C:4]([CH:9]=[CH:10][C:11]=1[Cl:12])[C:5]([O:7][CH3:8])=[O:6].[Br:13]N1C(=O)CCC1=O.C(OCC)(=O)C.C(OCC)C, predict the reaction product. The product is: [NH2:1][C:2]1[C:11]([Cl:12])=[CH:10][C:9]([Br:13])=[C:4]([CH:3]=1)[C:5]([O:7][CH3:8])=[O:6]. (3) Given the reactants [F:1][C:2]1[CH:3]=[C:4]([N:9]2[CH2:13][C@H:12]([CH2:14][N:15]3[CH:19]=[CH:18][N:17]=[N:16]3)[O:11][C:10]2=[O:20])[CH:5]=[CH:6][C:7]=1I.O1C=CC=C1P(C1OC=CC=1)C1OC=CC=1.[Si:37]([O:44][CH2:45][C:46]1([CH2:61][O:62][Si:63]([C:66]([CH3:69])([CH3:68])[CH3:67])([CH3:65])[CH3:64])[O:50][N:49]=[C:48]([C:51]2[CH:56]=[CH:55][C:54]([Sn](C)(C)C)=[CH:53][CH:52]=2)[CH2:47]1)([C:40]([CH3:43])([CH3:42])[CH3:41])([CH3:39])[CH3:38], predict the reaction product. The product is: [Si:63]([O:62][CH2:61][C:46]1([CH2:45][O:44][Si:37]([C:40]([CH3:43])([CH3:42])[CH3:41])([CH3:38])[CH3:39])[O:50][N:49]=[C:48]([C:51]2[CH:52]=[CH:53][C:54]([C:7]3[CH:6]=[CH:5][C:4]([N:9]4[CH2:13][C@H:12]([CH2:14][N:15]5[CH:19]=[CH:18][N:17]=[N:16]5)[O:11][C:10]4=[O:20])=[CH:3][C:2]=3[F:1])=[CH:55][CH:56]=2)[CH2:47]1)([C:66]([CH3:69])([CH3:68])[CH3:67])([CH3:65])[CH3:64]. (4) Given the reactants [F:1][C:2]1[CH:3]=[C:4]([C:15]2[CH:20]=[CH:19][CH:18]=[CH:17][C:16]=2[S:21](=[O:24])(=[O:23])[NH2:22])[CH:5]=[CH:6][C:7]=1[NH:8][C:9]([C:11]1([NH2:14])[CH2:13][CH2:12]1)=[O:10].C(N(CC)CC)C.[Cl:32][C:33]1[CH:38]=[CH:37][C:36]([N:39]=[C:40]=[O:41])=[CH:35][CH:34]=1, predict the reaction product. The product is: [F:1][C:2]1[CH:3]=[C:4]([C:15]2[CH:20]=[CH:19][CH:18]=[CH:17][C:16]=2[S:21](=[O:24])(=[O:23])[NH2:22])[CH:5]=[CH:6][C:7]=1[NH:8][C:9]([C:11]1([NH:14][C:40]([NH:39][C:36]2[CH:37]=[CH:38][C:33]([Cl:32])=[CH:34][CH:35]=2)=[O:41])[CH2:13][CH2:12]1)=[O:10]. (5) The product is: [N+:14]([C:13]1[CH:12]=[CH:11][CH:10]=[C:6]2[C:5]=1[N:4]=[CH:1][NH:3][C:7]2=[O:8])([O-:16])=[O:15]. Given the reactants [CH:1]([NH2:3])=O.[NH2:4][C:5]1[C:13]([N+:14]([O-:16])=[O:15])=[CH:12][CH:11]=[CH:10][C:6]=1[C:7](O)=[O:8], predict the reaction product.